Dataset: Forward reaction prediction with 1.9M reactions from USPTO patents (1976-2016). Task: Predict the product of the given reaction. (1) Given the reactants [N+:1]([C:4]1[C:5]([CH:14]=[O:15])=[CH:6][CH:7]=[C:8]2[C:13]=1[N:12]=[CH:11][CH:10]=[CH:9]2)([O-:3])=[O:2].[F:16][C:17]1[CH:22]=[CH:21][C:20]([Mg]Br)=[CH:19][CH:18]=1, predict the reaction product. The product is: [F:16][C:17]1[CH:22]=[CH:21][C:20]([CH:14]([C:5]2[C:4]([N+:1]([O-:3])=[O:2])=[C:13]3[C:8]([CH:9]=[CH:10][CH:11]=[N:12]3)=[CH:7][CH:6]=2)[OH:15])=[CH:19][CH:18]=1. (2) The product is: [O:25]1[CH2:29][CH2:28][O:27][CH:26]1[C:30]1[CH:36]=[C:35]([O:37][CH3:38])[CH:34]=[CH:33][C:31]=1[NH:32][C:10](=[O:12])[C@:9]([NH:8][C:6](=[O:7])[O:5][C:1]([CH3:2])([CH3:3])[CH3:4])([CH3:15])[CH2:13][OH:14]. Given the reactants [C:1]([O:5][C:6]([NH:8][C@@:9]([CH3:15])([CH2:13][OH:14])[C:10]([OH:12])=O)=[O:7])([CH3:4])([CH3:3])[CH3:2].C(N(CC)C(C)C)(C)C.[O:25]1[CH2:29][CH2:28][O:27][CH:26]1[C:30]1[CH:36]=[C:35]([O:37][CH3:38])[CH:34]=[CH:33][C:31]=1[NH2:32].F[P-](F)(F)(F)(F)F.C[N+](C)=C(N(C)C)ON1C2N=CC=CC=2N=N1, predict the reaction product. (3) Given the reactants [Br:1][C:2]1[CH:3]=[C:4]2[CH:10]=[CH:9][NH:8][C:5]2=[N:6][CH:7]=1.[Cl-].[Cl-].[Cl-].[Al+3].[F:15][C:16]1[C:24]([N+:25]([O-:27])=[O:26])=[CH:23][CH:22]=[CH:21][C:17]=1[C:18](Cl)=[O:19], predict the reaction product. The product is: [Br:1][C:2]1[CH:3]=[C:4]2[C:10]([C:18]([C:17]3[CH:21]=[CH:22][CH:23]=[C:24]([N+:25]([O-:27])=[O:26])[C:16]=3[F:15])=[O:19])=[CH:9][NH:8][C:5]2=[N:6][CH:7]=1.